This data is from Forward reaction prediction with 1.9M reactions from USPTO patents (1976-2016). The task is: Predict the product of the given reaction. Given the reactants [CH3:1][NH:2][C:3]([C:5]1[S:9][C:8]([N:10]2[CH2:15][CH2:14][NH:13][CH2:12][CH2:11]2)=[N:7][C:6]=1[C:16]1[CH:21]=[CH:20][C:19]([O:22][C:23]2[CH:28]=[CH:27][CH:26]=[CH:25][CH:24]=2)=[CH:18][CH:17]=1)=[O:4].[C:29](Cl)(=[O:32])[CH:30]=[CH2:31], predict the reaction product. The product is: [C:29]([N:13]1[CH2:14][CH2:15][N:10]([C:8]2[S:9][C:5]([C:3]([NH:2][CH3:1])=[O:4])=[C:6]([C:16]3[CH:21]=[CH:20][C:19]([O:22][C:23]4[CH:28]=[CH:27][CH:26]=[CH:25][CH:24]=4)=[CH:18][CH:17]=3)[N:7]=2)[CH2:11][CH2:12]1)(=[O:32])[CH:30]=[CH2:31].